From a dataset of Peptide-MHC class II binding affinity with 134,281 pairs from IEDB. Regression. Given a peptide amino acid sequence and an MHC pseudo amino acid sequence, predict their binding affinity value. This is MHC class II binding data. (1) The peptide sequence is SWEYWGAQLNAMKPD. The MHC is DRB1_1602 with pseudo-sequence DRB1_1602. The binding affinity (normalized) is 0.511. (2) The peptide sequence is NLARTISEAGQAMAS. The MHC is HLA-DPA10201-DPB10101 with pseudo-sequence HLA-DPA10201-DPB10101. The binding affinity (normalized) is 0.0608. (3) The peptide sequence is EGATPEAKYDAYVAT. The MHC is DRB1_1302 with pseudo-sequence DRB1_1302. The binding affinity (normalized) is 0.0514. (4) The binding affinity (normalized) is 0.228. The peptide sequence is EITPQASTTEAILPE. The MHC is DRB1_0901 with pseudo-sequence DRB1_0901.